Predict the reactants needed to synthesize the given product. From a dataset of Full USPTO retrosynthesis dataset with 1.9M reactions from patents (1976-2016). (1) Given the product [CH:17]1([S:16][CH2:15][C:11]2[CH:10]=[C:9]([NH:8][C:4]3[N:3]=[C:2]([C:24]4[CH:25]=[CH:26][C:21]([F:20])=[CH:22][C:23]=4[O:30][CH3:31])[N:7]=[CH:6][N:5]=3)[CH:14]=[CH:13][CH:12]=2)[CH2:19][CH2:18]1, predict the reactants needed to synthesize it. The reactants are: Cl[C:2]1[N:7]=[CH:6][N:5]=[C:4]([NH:8][C:9]2[CH:14]=[CH:13][CH:12]=[C:11]([CH2:15][S:16][CH:17]3[CH2:19][CH2:18]3)[CH:10]=2)[N:3]=1.[F:20][C:21]1[CH:26]=[CH:25][C:24](B(O)O)=[C:23]([O:30][CH3:31])[CH:22]=1. (2) Given the product [Cl:1][C:2]1[CH:7]=[CH:6][CH:5]=[CH:4][C:3]=1[C:8]1[CH:19]=[C:18]2[C:14]([C:15]([CH2:23][N:25]3[CH2:29][CH2:28][CH2:27][CH2:26]3)=[CH:16][N:17]2[CH3:20])=[C:13]2[C:9]=1[C:10](=[O:22])[NH:11][C:12]2=[O:21], predict the reactants needed to synthesize it. The reactants are: [Cl:1][C:2]1[CH:7]=[CH:6][CH:5]=[CH:4][C:3]=1[C:8]1[CH:19]=[C:18]2[C:14]([CH:15]=[CH:16][N:17]2[CH3:20])=[C:13]2[C:9]=1[C:10](=[O:22])[NH:11][C:12]2=[O:21].[CH2:23]=O.[NH:25]1[CH2:29][CH2:28][CH2:27][CH2:26]1.